Task: Predict which catalyst facilitates the given reaction.. Dataset: Catalyst prediction with 721,799 reactions and 888 catalyst types from USPTO (1) Reactant: Cl[CH2:2][CH2:3][CH2:4][O:5][C:6]1[CH:7]=[N:8][CH:9]=[CH:10][CH:11]=1.[CH3:12][NH2:13]. Product: [N:8]1[CH:9]=[CH:10][CH:11]=[C:6]([O:5][CH2:4][CH2:3][CH2:2][NH:13][CH3:12])[CH:7]=1. The catalyst class is: 5. (2) Reactant: [CH3:1][O:2][C:3]1[CH:4]=[C:5]([N:11]=[C:12]=S)[CH:6]=[CH:7][C:8]=1OC.[NH2:14][C:15]1[CH:16]=[C:17]([CH:29]=[CH:30][C:31]=1[NH:32][CH2:33][CH2:34][CH2:35][N:36]([CH2:38][C:39]1[CH:44]=[CH:43][CH:42]=[CH:41][CH:40]=1)[CH3:37])[C:18]([N:20]([CH2:25][CH:26]([CH3:28])[CH3:27])[CH2:21][CH:22]([CH3:24])[CH3:23])=[O:19].N.[ClH:46].[O:47]1CCC[CH2:48]1. Product: [ClH:46].[CH2:38]([N:36]([CH3:37])[CH2:35][CH2:34][CH2:33][N:32]1[C:31]2[CH:30]=[CH:29][C:17]([C:18]([N:20]([CH2:21][CH:22]([CH3:23])[CH3:24])[CH2:25][CH:26]([CH3:27])[CH3:28])=[O:19])=[CH:16][C:15]=2[N:14]=[C:12]1[NH:11][C:5]1[CH:6]=[C:7]([O:47][CH3:48])[CH:8]=[C:3]([O:2][CH3:1])[CH:4]=1)[C:39]1[CH:44]=[CH:43][CH:42]=[CH:41][CH:40]=1. The catalyst class is: 27. (3) Reactant: [Cl:1][C:2]1[CH:10]=[C:9]([Cl:11])[CH:8]=[C:7]([Cl:12])[C:3]=1[C:4]([OH:6])=O.[NH2:13][C:14]1[CH:19]=[CH:18][N:17]=[CH:16][CH:15]=1.CN(C(ON1N=NC2C=CC=NC1=2)=[N+](C)C)C.F[P-](F)(F)(F)(F)F.CCN(C(C)C)C(C)C. Product: [Cl:12][C:7]1[CH:8]=[C:9]([Cl:11])[CH:10]=[C:2]([Cl:1])[C:3]=1[C:4]([NH:13][C:14]1[CH:19]=[CH:18][N:17]=[CH:16][CH:15]=1)=[O:6]. The catalyst class is: 3. (4) Product: [CH3:27][N:23]1[C:22](=[O:28])[CH2:21][CH2:20][C:19]2[N:18]=[C:17]([C:13]3[CH:12]=[C:11]([CH2:10][NH:6][S:3]([CH2:1][CH3:2])(=[O:5])=[O:4])[CH:16]=[N:15][CH:14]=3)[CH:26]=[CH:25][C:24]1=2. The catalyst class is: 3. Reactant: [CH2:1]([S:3]([NH2:6])(=[O:5])=[O:4])[CH3:2].[H-].[Na+].Cl[CH2:10][C:11]1[CH:12]=[C:13]([C:17]2[N:18]=[C:19]3[C:24](=[CH:25][CH:26]=2)[N:23]([CH3:27])[C:22](=[O:28])[CH2:21][CH2:20]3)[CH:14]=[N:15][CH:16]=1.O. (5) Reactant: [F:1][C:2]1[CH:8]=[CH:7][CH:6]=[C:5]([O:9][CH3:10])[C:3]=1[NH2:4].C(=O)([O-])O.[Na+].O.[Cl:17][C:18]1[CH:23]=[CH:22][C:21]([S:24](Cl)(=[O:26])=[O:25])=[CH:20][C:19]=1[N+:28]([O-:30])=[O:29]. Product: [Cl:17][C:18]1[CH:23]=[CH:22][C:21]([S:24]([NH:4][C:3]2[C:5]([O:9][CH3:10])=[CH:6][CH:7]=[CH:8][C:2]=2[F:1])(=[O:26])=[O:25])=[CH:20][C:19]=1[N+:28]([O-:30])=[O:29]. The catalyst class is: 54.